This data is from Full USPTO retrosynthesis dataset with 1.9M reactions from patents (1976-2016). The task is: Predict the reactants needed to synthesize the given product. Given the product [Si:32]([O:1][CH2:2][C@H:3]1[O:7][C:6]([CH3:9])([CH3:8])[N:5]([C:10]([O:12][C:13]([CH3:14])([CH3:15])[CH3:16])=[O:11])[C@H:4]1[CH2:17][C:18]1[N:19]=[CH:20][S:21][CH:22]=1)([C:28]([CH3:31])([CH3:30])[CH3:29])([CH3:34])[CH3:33], predict the reactants needed to synthesize it. The reactants are: [OH:1][CH2:2][C@H:3]1[O:7][C:6]([CH3:9])([CH3:8])[N:5]([C:10]([O:12][C:13]([CH3:16])([CH3:15])[CH3:14])=[O:11])[C@H:4]1[CH2:17][C:18]1[N:19]=[CH:20][S:21][CH:22]=1.N1C=CN=C1.[C:28]([Si:32](Cl)([CH3:34])[CH3:33])([CH3:31])([CH3:30])[CH3:29].